This data is from Reaction yield outcomes from USPTO patents with 853,638 reactions. The task is: Predict the reaction yield, written as a fraction of the theoretical maximum amount of product (1.0 means a 100% yield; for example, 0.34 means a 34% yield). (1) The reactants are [C:1]12([C:11]3[CH:12]=[C:13](B(O)O)[CH:14]=[CH:15][C:16]=3[O:17][CH2:18][C:19]3[CH:24]=[CH:23][CH:22]=[CH:21][CH:20]=3)[CH2:10][CH:5]3[CH2:6][CH:7]([CH2:9][CH:3]([CH2:4]3)[CH2:2]1)[CH2:8]2.Cl[C:29]1[N:34]=[CH:33][C:32]([N+:35]([O-:37])=[O:36])=[CH:31][N:30]=1.C([O-])(O)=O.[Na+]. The catalyst is C1(C)C=CC=CC=1.C1C=CC([P]([Pd]([P](C2C=CC=CC=2)(C2C=CC=CC=2)C2C=CC=CC=2)([P](C2C=CC=CC=2)(C2C=CC=CC=2)C2C=CC=CC=2)[P](C2C=CC=CC=2)(C2C=CC=CC=2)C2C=CC=CC=2)(C2C=CC=CC=2)C2C=CC=CC=2)=CC=1. The product is [C:1]12([C:11]3[CH:12]=[C:13]([C:29]4[N:34]=[CH:33][C:32]([N+:35]([O-:37])=[O:36])=[CH:31][N:30]=4)[CH:14]=[CH:15][C:16]=3[O:17][CH2:18][C:19]3[CH:24]=[CH:23][CH:22]=[CH:21][CH:20]=3)[CH2:10][CH:5]3[CH2:6][CH:7]([CH2:9][CH:3]([CH2:4]3)[CH2:2]1)[CH2:8]2. The yield is 0.190. (2) The product is [NH2:19][CH2:18][CH2:17][N:7]1[C:8]2[C:13](=[CH:12][CH:11]=[C:10]([S:15][CH3:16])[CH:9]=2)[CH:14]=[C:6]1[C:1](=[O:5])[CH:2]([CH3:3])[CH3:4]. The reactants are [C:1]([C:6]1[N:7]([CH2:17][CH2:18][NH:19]C(=O)OC(C)(C)C)[C:8]2[C:13]([CH:14]=1)=[CH:12][CH:11]=[C:10]([S:15][CH3:16])[CH:9]=2)(=[O:5])[CH:2]([CH3:4])[CH3:3].C(O)(C(F)(F)F)=O. The catalyst is C(Cl)Cl. The yield is 1.00.